Regression. Given a peptide amino acid sequence and an MHC pseudo amino acid sequence, predict their binding affinity value. This is MHC class I binding data. From a dataset of Peptide-MHC class I binding affinity with 185,985 pairs from IEDB/IMGT. (1) The peptide sequence is RLGPGTLDF. The MHC is HLA-B57:01 with pseudo-sequence HLA-B57:01. The binding affinity (normalized) is 0.0847. (2) The peptide sequence is MLMTGTLAVF. The MHC is HLA-A02:01 with pseudo-sequence HLA-A02:01. The binding affinity (normalized) is 0.601. (3) The peptide sequence is FVARIDLGY. The MHC is HLA-A01:01 with pseudo-sequence HLA-A01:01. The binding affinity (normalized) is 0.408. (4) The peptide sequence is LYNIRNLHI. The MHC is HLA-A29:02 with pseudo-sequence HLA-A29:02. The binding affinity (normalized) is 0.00181. (5) The peptide sequence is HSDAVEDFL. The MHC is HLA-B27:03 with pseudo-sequence HLA-B27:03. The binding affinity (normalized) is 0.0847.